From a dataset of Full USPTO retrosynthesis dataset with 1.9M reactions from patents (1976-2016). Predict the reactants needed to synthesize the given product. (1) Given the product [Cl:21][CH:22]([C:26]1[CH:31]=[CH:30][CH:29]=[CH:28][CH:27]=1)[C:23]([NH:1][C:2]1[CH:7]=[CH:6][C:5]([Cl:8])=[CH:4][C:3]=1[OH:9])=[O:24], predict the reactants needed to synthesize it. The reactants are: [NH2:1][C:2]1[CH:7]=[CH:6][C:5]([Cl:8])=[CH:4][C:3]=1[OH:9].C(OCC)(=O)C.C(=O)([O-])O.[Na+].[Cl:21][CH:22]([C:26]1[CH:31]=[CH:30][CH:29]=[CH:28][CH:27]=1)[C:23](Cl)=[O:24]. (2) The reactants are: [C:1]([O:5][C:6](=[O:19])[NH:7][CH2:8][C@@H:9]1[CH2:11][C@H:10]1[C:12]1[CH:17]=[CH:16][C:15](Br)=[CH:14][CH:13]=1)([CH3:4])([CH3:3])[CH3:2].C([O-])([O-])=O.[K+].[K+].[F:26][C:27]([F:38])([F:37])[C:28]1[CH:33]=[CH:32][C:31](B(O)O)=[CH:30][CH:29]=1. Given the product [C:1]([O:5][C:6](=[O:19])[NH:7][CH2:8][C@@H:9]1[CH2:11][C@H:10]1[C:12]1[CH:17]=[CH:16][C:15]([C:31]2[CH:32]=[CH:33][C:28]([C:27]([F:38])([F:37])[F:26])=[CH:29][CH:30]=2)=[CH:14][CH:13]=1)([CH3:4])([CH3:3])[CH3:2], predict the reactants needed to synthesize it.